This data is from Full USPTO retrosynthesis dataset with 1.9M reactions from patents (1976-2016). The task is: Predict the reactants needed to synthesize the given product. (1) Given the product [C:24]([C:21]1[CH:22]=[CH:23][C:18]([CH2:17][CH:14]2[N:13]([CH2:28][CH2:29][C:30]3[CH:35]=[CH:34][C:33]([O:36][CH3:37])=[CH:32][CH:31]=3)[C:12](=[O:38])[C:11]3([CH2:39][CH2:40][NH:8][CH2:9][CH2:10]3)[N:15]2[CH3:16])=[CH:19][CH:20]=1)([CH3:27])([CH3:25])[CH3:26], predict the reactants needed to synthesize it. The reactants are: C(OC([N:8]1[CH2:40][CH2:39][C:11]2([N:15]([CH3:16])[CH:14]([CH2:17][C:18]3[CH:23]=[CH:22][C:21]([C:24]([CH3:27])([CH3:26])[CH3:25])=[CH:20][CH:19]=3)[N:13]([CH2:28][CH2:29][C:30]3[CH:35]=[CH:34][C:33]([O:36][CH3:37])=[CH:32][CH:31]=3)[C:12]2=[O:38])[CH2:10][CH2:9]1)=O)(C)(C)C.C(O)(C(F)(F)F)=O.C([O-])(O)=O.[Na+]. (2) Given the product [Cl:1][C:2]1[CH:3]=[C:4]([C:12]2[O:16][N:15]=[C:14]([C:17]3[CH:25]=[CH:24][C:23]([CH2:26][CH2:27][C:28]([OH:30])=[O:29])=[C:22]4[C:18]=3[CH:19]=[CH:20][N:21]4[CH3:33])[N:13]=2)[CH:5]=[CH:6][C:7]=1[O:8][CH:9]([CH3:11])[CH3:10], predict the reactants needed to synthesize it. The reactants are: [Cl:1][C:2]1[CH:3]=[C:4]([C:12]2[O:16][N:15]=[C:14]([C:17]3[CH:25]=[CH:24][C:23]([CH2:26][CH2:27][C:28]([O:30]CC)=[O:29])=[C:22]4[C:18]=3[CH:19]=[CH:20][N:21]4[CH3:33])[N:13]=2)[CH:5]=[CH:6][C:7]=1[O:8][CH:9]([CH3:11])[CH3:10].[OH-].[Na+].Cl. (3) Given the product [CH3:1][O:2][C:3]([C:5]1[CH:6]=[C:7]2[C:12](=[CH:13][CH:14]=1)[CH2:11][CH:10]([O:15][C:16]1[CH:21]=[CH:20][N:19]=[C:18]([C:22]([NH:54][CH:55]3[CH2:56][CH2:57][N:58]([C:61]([O:63][C:64]([CH3:67])([CH3:66])[CH3:65])=[O:62])[CH2:59][CH2:60]3)=[O:23])[CH:17]=1)[CH2:9][CH2:8]2)=[O:4], predict the reactants needed to synthesize it. The reactants are: [CH3:1][O:2][C:3]([C:5]1[CH:6]=[C:7]2[C:12](=[CH:13][CH:14]=1)[CH2:11][CH:10]([O:15][C:16]1[CH:21]=[CH:20][N:19]=[C:18]([C:22](O)=[O:23])[CH:17]=1)[CH2:9][CH2:8]2)=[O:4].CN(C)C=O.C(N(CC)C(C)C)(C)C.F[P-](F)(F)(F)(F)F.FC(N(C)C)=[N+](C)C.[NH2:54][CH:55]1[CH2:60][CH2:59][N:58]([C:61]([O:63][C:64]([CH3:67])([CH3:66])[CH3:65])=[O:62])[CH2:57][CH2:56]1. (4) Given the product [CH2:1]([O:3][C@H:4]([CH2:9][CH2:10][CH:11]=[CH2:12])[C@@H:5]([CH3:8])[C:6]([OH:13])=[O:7])[CH3:2], predict the reactants needed to synthesize it. The reactants are: [CH2:1]([O:3][CH:4]([CH2:9][CH2:10][CH:11]=[CH2:12])[CH:5]([CH3:8])[CH:6]=[O:7])[CH3:2].[OH-:13].[Li+].Cl. (5) Given the product [CH2:5]1[C@@H:4]2[CH2:8][NH:9][CH2:10][CH2:11][N:3]2[C:2](=[O:1])[CH2:7][O:6]1, predict the reactants needed to synthesize it. The reactants are: [O:1]=[C:2]1[CH2:7][O:6][CH2:5][C@@H:4]2[CH2:8][N:9](C(OCC3C=CC=CC=3)=O)[CH2:10][CH2:11][N:3]12.C(O)=O.C([O-])=O.[NH4+]. (6) Given the product [F:18][C:15]1[CH:16]=[CH:17][C:12]([C:11]2[C:5]3[CH:4]=[CH:3][C:2]([NH2:1])=[N:25][C:6]=3[N:7]=[C:8]([NH:27][CH3:26])[CH:9]([C:19]3[S:20][CH:21]=[CH:22][CH:23]=3)[N:10]=2)=[CH:13][CH:14]=1, predict the reactants needed to synthesize it. The reactants are: [NH2:1][C:2]1[CH:3]=[CH:4][C:5]2[C:11]([C:12]3[CH:17]=[CH:16][C:15]([F:18])=[CH:14][CH:13]=3)=[N:10][CH:9]([C:19]3[S:20][CH:21]=[CH:22][CH:23]=3)[C:8](=O)[NH:7][C:6]=2[N:25]=1.[CH3:26][NH2:27].